From a dataset of Forward reaction prediction with 1.9M reactions from USPTO patents (1976-2016). Predict the product of the given reaction. (1) The product is: [NH2:5][C:6]1[CH:14]=[C:13]([O:15][Si:16]([CH:20]([CH3:22])[CH3:21])([CH:23]([CH3:25])[CH3:24])[CH:17]([CH3:18])[CH3:19])[CH:12]=[CH:11][C:7]=1[C:8]([OH:10])=[O:9]. Given the reactants FC(F)(F)C([NH:5][C:6]1[CH:14]=[C:13]([O:15][Si:16]([CH:23]([CH3:25])[CH3:24])([CH:20]([CH3:22])[CH3:21])[CH:17]([CH3:19])[CH3:18])[CH:12]=[CH:11][C:7]=1[C:8]([OH:10])=[O:9])=O.C([O-])([O-])=O.[K+].[K+].Cl, predict the reaction product. (2) Given the reactants Cl.[F:2][C:3]([F:24])([F:23])[C:4]1[CH:22]=[CH:21][CH:20]=[CH:19][C:5]=1[CH:6]([O:14][CH:15]1[CH2:18][NH:17][CH2:16]1)[C:7]1[CH:12]=[CH:11][C:10]([CH3:13])=[CH:9][CH:8]=1.[C:25]12([N:35]=[C:36]=[O:37])[CH2:34][CH:29]3[CH2:30][CH:31]([CH2:33][CH:27]([CH2:28]3)[CH2:26]1)[CH2:32]2, predict the reaction product. The product is: [F:24][C:3]([F:2])([F:23])[C:4]1[CH:22]=[CH:21][CH:20]=[CH:19][C:5]=1[CH:6]([O:14][CH:15]1[CH2:18][N:17]([C:36]([NH:35][C:25]23[CH2:34][CH:29]4[CH2:28][CH:27]([CH2:33][CH:31]([CH2:30]4)[CH2:32]2)[CH2:26]3)=[O:37])[CH2:16]1)[C:7]1[CH:12]=[CH:11][C:10]([CH3:13])=[CH:9][CH:8]=1. (3) Given the reactants [N:1]1[C:2]2[N:3]([C:14]3[CH:20]=[CH:19][CH:18]=[CH:17][C:15]=3[N:16]=2)[C:4]([C:7]2[CH:13]=[CH:12][C:10]([NH2:11])=[CH:9][CH:8]=2)=[CH:5][CH:6]=1.[C:21](O[C:21]([O:23][C:24]([CH3:27])([CH3:26])[CH3:25])=[O:22])([O:23][C:24]([CH3:27])([CH3:26])[CH3:25])=[O:22], predict the reaction product. The product is: [N:1]1[C:2]2[N:3]([C:14]3[CH:20]=[CH:19][CH:18]=[CH:17][C:15]=3[N:16]=2)[C:4]([C:7]2[CH:8]=[CH:9][C:10]([NH:11][C:21](=[O:22])[O:23][C:24]([CH3:27])([CH3:26])[CH3:25])=[CH:12][CH:13]=2)=[CH:5][CH:6]=1. (4) Given the reactants CN(C=O)C.[NH:6]1[C:14]2[C:9](=[CH:10][CH:11]=[CH:12][CH:13]=2)[CH:8]=[C:7]1/[CH:15]=[CH:16]/[C:17]([O:19][CH2:20][CH3:21])=[O:18].Br[CH2:23][C:24]([O:26][C:27]([CH3:30])([CH3:29])[CH3:28])=[O:25].C([O-])([O-])=O.[Cs+].[Cs+], predict the reaction product. The product is: [C:27]([O:26][C:24](=[O:25])[CH2:23][N:6]1[C:14]2[C:9](=[CH:10][CH:11]=[CH:12][CH:13]=2)[CH:8]=[C:7]1/[CH:15]=[CH:16]/[C:17]([O:19][CH2:20][CH3:21])=[O:18])([CH3:30])([CH3:29])[CH3:28]. (5) Given the reactants [CH2:1]([O:8][C:9]1[CH:14]=[CH:13][C:12]([C:15]2[O:19][C:18](=[S:20])[NH:17][C:16]=2[C:21]2[CH:22]=[N:23][C:24]([O:27][CH3:28])=[CH:25][CH:26]=2)=[CH:11][CH:10]=1)[C:2]1[CH:7]=[CH:6][CH:5]=[CH:4][CH:3]=1.[H-].[Na+].[CH3:31]I, predict the reaction product. The product is: [CH2:1]([O:8][C:9]1[CH:10]=[CH:11][C:12]([C:15]2[O:19][C:18]([S:20][CH3:31])=[N:17][C:16]=2[C:21]2[CH:26]=[CH:25][C:24]([O:27][CH3:28])=[N:23][CH:22]=2)=[CH:13][CH:14]=1)[C:2]1[CH:7]=[CH:6][CH:5]=[CH:4][CH:3]=1.